From a dataset of Forward reaction prediction with 1.9M reactions from USPTO patents (1976-2016). Predict the product of the given reaction. (1) Given the reactants [C:1]([O:5][C:6]([NH:8][C:9]1([C:15]([OH:17])=[O:16])[CH2:14][CH2:13][CH2:12][CH2:11][CH2:10]1)=[O:7])([CH3:4])([CH3:3])[CH3:2].CO.[CH3:20]C(O)=O, predict the reaction product. The product is: [C:1]([O:5][C:6]([NH:8][C:9]1([C:15]([O:17][CH3:20])=[O:16])[CH2:14][CH2:13][CH2:12][CH2:11][CH2:10]1)=[O:7])([CH3:4])([CH3:2])[CH3:3]. (2) Given the reactants [NH2:1][OH:2].Cl.C([O-])(O)=O.[Na+].[OH:9][C:10]1[CH:17]=[CH:16][CH:15]=[CH:14][C:11]=1[C:12]#[N:13], predict the reaction product. The product is: [OH:2][N:1]=[C:12]([NH2:13])[C:11]1[CH:14]=[CH:15][CH:16]=[CH:17][C:10]=1[OH:9]. (3) Given the reactants [CH3:1][O:2][C:3](=[O:14])[CH2:4][C:5]1[S:6][CH:7]=[CH:8][C:9]=1[C:10]([O:12]C)=O.[F:15][C:16]1[CH:25]=[C:24]([I:26])[CH:23]=[CH:22][C:17]=1[N:18]=[C:19]=[N:20][CH3:21], predict the reaction product. The product is: [F:15][C:16]1[CH:25]=[C:24]([I:26])[CH:23]=[CH:22][C:17]=1[NH:18][C:19]1[N:20]([CH3:21])[C:10](=[O:12])[C:9]2[CH:8]=[CH:7][S:6][C:5]=2[C:4]=1[C:3]([O:2][CH3:1])=[O:14]. (4) Given the reactants C([O:4][C:5]1[CH:14]=[CH:13][C:12]([O:15][CH3:16])=[C:11]2[C:6]=1[C@@H:7]1[CH2:17][C@H:10]2[CH2:9][CH2:8]1)C=C.[C:18]1(C)[CH:23]=C(C)C=C(C)[CH:19]=1.C(OC1C2CCCC=2C=CC=1CC=C)C1C=CC=CC=1, predict the reaction product. The product is: [CH2:23]([C:14]1[CH:13]=[C:12]([O:15][CH3:16])[C:11]2[C@H:10]3[CH2:17][C@H:7]([CH2:8][CH2:9]3)[C:6]=2[C:5]=1[OH:4])[CH:18]=[CH2:19]. (5) Given the reactants [Mg].[N:2]([N:4]([CH2:21][CH3:22])[CH:5]([C:14]1[CH:19]=[CH:18][CH:17]=[C:16]([Cl:20])[CH:15]=1)[CH2:6][C:7]1[CH:12]=[CH:11][C:10]([Cl:13])=[CH:9][CH:8]=1)=O.Cl.[OH-].[Na+], predict the reaction product. The product is: [CH2:21]([N:4]([CH:5]([C:14]1[CH:19]=[CH:18][CH:17]=[C:16]([Cl:20])[CH:15]=1)[CH2:6][C:7]1[CH:8]=[CH:9][C:10]([Cl:13])=[CH:11][CH:12]=1)[NH2:2])[CH3:22]. (6) Given the reactants O[CH2:2][C:3]1[CH:8]=[CH:7][C:6]([C@H:9]([O:18][CH:19]2[CH2:24][CH2:23][CH2:22][CH2:21][O:20]2)[C:10]2[CH:11]=[C:12]([CH:15]=[CH:16][CH:17]=2)[C:13]#[N:14])=[CH:5][CH:4]=1.[I:25]I.C1(P(C2C=CC=CC=2)C2C=CC=CC=2)C=CC=CC=1.N1C=CN=C1.S([O-])([O-])(=O)=S.[Na+].[Na+], predict the reaction product. The product is: [I:25][CH2:2][C:3]1[CH:8]=[CH:7][C:6]([C@H:9]([O:18][CH:19]2[CH2:24][CH2:23][CH2:22][CH2:21][O:20]2)[C:10]2[CH:11]=[C:12]([CH:15]=[CH:16][CH:17]=2)[C:13]#[N:14])=[CH:5][CH:4]=1.